This data is from Forward reaction prediction with 1.9M reactions from USPTO patents (1976-2016). The task is: Predict the product of the given reaction. (1) Given the reactants [NH2:1][C:2]1[N:6]=[CH:5][NH:4][N:3]=1.[F:7][C:8]([F:13])([F:12])[C:9]([OH:11])=[O:10], predict the reaction product. The product is: [O-:11][C:9]([C:8]([F:13])([F:12])[F:7])=[O:10].[NH2:1][C:2]1[NH:3][NH+:4]=[CH:5][N:6]=1. (2) Given the reactants [Cl:1][C:2]1[CH:7]=[CH:6][CH:5]=[C:4]([F:8])[C:3]=1[CH2:9][CH2:10][NH2:11].C([O-])([O-])=O.[Na+].[Na+].Cl[C:19]1[CH:24]=[C:23]([C:25]2[CH:26]=[N:27][C:28]([O:31][CH3:32])=[CH:29][CH:30]=2)[N:22]=[C:21]([S:33][CH3:34])[N:20]=1, predict the reaction product. The product is: [Cl:1][C:2]1[CH:7]=[CH:6][CH:5]=[C:4]([F:8])[C:3]=1[CH2:9][CH2:10][NH:11][C:19]1[CH:24]=[C:23]([C:25]2[CH:26]=[N:27][C:28]([O:31][CH3:32])=[CH:29][CH:30]=2)[N:22]=[C:21]([S:33][CH3:34])[N:20]=1. (3) Given the reactants [NH2:1][C:2]1[C:3]2[N:4]([C:8]([C@@H:27]3[CH2:32][CH2:31][CH2:30][CH2:29][NH:28]3)=[N:9][C:10]=2[C:11]2[CH:25]=[CH:24][C:14]([C:15]([NH:17][C:18]3[CH:23]=[CH:22][CH:21]=[CH:20][N:19]=3)=[O:16])=[CH:13][C:12]=2[CH3:26])[CH:5]=[CH:6][N:7]=1.[C:33](O)(=[O:37])[C:34]#[C:35][CH3:36], predict the reaction product. The product is: [NH2:1][C:2]1[C:3]2[N:4]([C:8]([C@@H:27]3[CH2:32][CH2:31][CH2:30][CH2:29][N:28]3[C:33](=[O:37])[C:34]#[C:35][CH3:36])=[N:9][C:10]=2[C:11]2[CH:25]=[CH:24][C:14]([C:15]([NH:17][C:18]3[CH:23]=[CH:22][CH:21]=[CH:20][N:19]=3)=[O:16])=[CH:13][C:12]=2[CH3:26])[CH:5]=[CH:6][N:7]=1. (4) Given the reactants [C:1]([O:5][C:6]([N:8]1[CH2:13][CH2:12][CH:11]([O:14][CH2:15][C:16]2[N:20]=[C:19]([C:21]3[O:29][C:28]4[CH:27]=[CH:26][N:25]=[C:24]([CH2:30][OH:31])[C:23]=4[CH:22]=3)[O:18][N:17]=2)[CH2:10][CH2:9]1)=[O:7])([CH3:4])([CH3:3])[CH3:2].CC(OI1(OC(C)=O)(OC(C)=O)OC(=O)C2C=CC=CC1=2)=O, predict the reaction product. The product is: [C:1]([O:5][C:6]([N:8]1[CH2:13][CH2:12][CH:11]([O:14][CH2:15][C:16]2[N:20]=[C:19]([C:21]3[O:29][C:28]4[CH:27]=[CH:26][N:25]=[C:24]([CH:30]=[O:31])[C:23]=4[CH:22]=3)[O:18][N:17]=2)[CH2:10][CH2:9]1)=[O:7])([CH3:4])([CH3:2])[CH3:3]. (5) Given the reactants [CH3:1][N:2]1[CH:6]=[C:5]([C:7]2[CH:8]=[C:9]([NH:13][C:14]3[C:18]4[CH2:19][N:20]([C:23](=[O:25])[CH3:24])[CH2:21][CH2:22][C:17]=4[NH:16][N:15]=3)[CH:10]=[CH:11][CH:12]=2)[CH:4]=[N:3]1.C([O-])([O-])=O.[Cs+].[Cs+].[F:32][C:33]([F:37])([F:36])[CH2:34]I, predict the reaction product. The product is: [CH3:1][N:2]1[CH:6]=[C:5]([C:7]2[CH:8]=[C:9]([NH:13][C:14]3[C:18]4[CH2:19][N:20]([C:23](=[O:25])[CH3:24])[CH2:21][CH2:22][C:17]=4[N:16]([CH2:34][C:33]([F:37])([F:36])[F:32])[N:15]=3)[CH:10]=[CH:11][CH:12]=2)[CH:4]=[N:3]1. (6) Given the reactants [CH2:1]([O:3][C:4]([C:6]1[CH:11]=[CH:10][C:9]([C:12]2[CH2:13][N:14]([C:17]([O:19][C:20]([CH3:23])([CH3:22])[CH3:21])=[O:18])[CH2:15][CH:16]=2)=[CH:8][CH:7]=1)=[O:5])[CH3:2].[H][H], predict the reaction product. The product is: [CH2:1]([O:3][C:4]([C:6]1[CH:7]=[CH:8][C:9]([CH:12]2[CH2:16][CH2:15][N:14]([C:17]([O:19][C:20]([CH3:21])([CH3:23])[CH3:22])=[O:18])[CH2:13]2)=[CH:10][CH:11]=1)=[O:5])[CH3:2].